Dataset: Catalyst prediction with 721,799 reactions and 888 catalyst types from USPTO. Task: Predict which catalyst facilitates the given reaction. (1) Reactant: [CH2:1]([O:3][C:4](=[O:20])[CH:5]([CH2:9][N:10]1[C:14]2=[N:15][CH:16]=[CH:17][CH:18]=[C:13]2[NH:12][C:11]1=[O:19])[CH2:6][CH2:7][CH3:8])[CH3:2].[I-].[CH3:22][N:23]1[C:31]2[C:26](=[C:27]([CH3:32])[CH:28]=[CH:29][CH:30]=2)[C:25]([CH2:33][N+](C)(C)C)=[CH:24]1.C([O-])([O-])=O.[K+].[K+].O. Product: [CH2:1]([O:3][C:4](=[O:20])[CH:5]([CH2:9][N:10]1[C:14]2=[N:15][CH:16]=[CH:17][CH:18]=[C:13]2[N:12]([CH2:33][C:25]2[C:26]3[C:31](=[CH:30][CH:29]=[CH:28][C:27]=3[CH3:32])[N:23]([CH3:22])[CH:24]=2)[C:11]1=[O:19])[CH2:6][CH2:7][CH3:8])[CH3:2]. The catalyst class is: 31. (2) Reactant: [Cl:1][C:2]1[CH:7]=[CH:6][CH:5]=[CH:4][C:3]=1[C:8]1[C:9](=[O:27])[NH:10][C:11](=[O:26])[C:12]=1[C:13]1[C:21]2[C:16](=[N:17][CH:18]=[CH:19][CH:20]=2)[N:15]([CH2:22][CH2:23][CH2:24]O)[CH:14]=1.[N:28]1[CH:33]=CC=C[CH:29]=1.CS(OS(C)(=O)=O)(=O)=O.CNC. Product: [Cl:1][C:2]1[CH:7]=[CH:6][CH:5]=[CH:4][C:3]=1[C:8]1[C:9](=[O:27])[NH:10][C:11](=[O:26])[C:12]=1[C:13]1[C:21]2[C:16](=[N:17][CH:18]=[CH:19][CH:20]=2)[N:15]([CH2:22][CH2:23][CH2:24][N:28]([CH3:33])[CH3:29])[CH:14]=1. The catalyst class is: 1. (3) Reactant: [CH2:1]([C:5]1[O:6][C:7]2[CH:29]=[CH:28][CH:27]=[CH:26][C:8]=2[C:9]=1[C:10]1[O:11][C:12]([C:15]2[CH:16]=[C:17]3[C:22](=[CH:23][CH:24]=2)[CH:21]=[C:20]([OH:25])[CH:19]=[CH:18]3)=[CH:13][N:14]=1)[CH2:2][CH2:3][CH3:4].Br[CH2:31][C:32]([O:34][CH3:35])=[O:33].C(=O)([O-])[O-].[K+].[K+]. Product: [CH2:1]([C:5]1[O:6][C:7]2[CH:29]=[CH:28][CH:27]=[CH:26][C:8]=2[C:9]=1[C:10]1[O:11][C:12]([C:15]2[CH:16]=[C:17]3[C:22](=[CH:23][CH:24]=2)[CH:21]=[C:20]([O:25][CH2:31][C:32]([O:34][CH3:35])=[O:33])[CH:19]=[CH:18]3)=[CH:13][N:14]=1)[CH2:2][CH2:3][CH3:4]. The catalyst class is: 3. (4) The catalyst class is: 36. Product: [F:30][C:28]([F:29])([F:31])[C:25]1[CH:26]=[CH:27][C:22]([N:19]2[CH2:18][CH2:17][N:16]([S:13]([C:9]3[CH:8]=[C:7]([CH:12]=[CH:11][CH:10]=3)[CH2:6][S:5][CH2:4][C:3]([OH:32])=[O:2])(=[O:15])=[O:14])[CH2:21][CH2:20]2)=[CH:23][CH:24]=1. Reactant: C[O:2][C:3](=[O:32])[CH2:4][S:5][CH2:6][C:7]1[CH:12]=[CH:11][CH:10]=[C:9]([S:13]([N:16]2[CH2:21][CH2:20][N:19]([C:22]3[CH:27]=[CH:26][C:25]([C:28]([F:31])([F:30])[F:29])=[CH:24][CH:23]=3)[CH2:18][CH2:17]2)(=[O:15])=[O:14])[CH:8]=1.[Li+].[OH-]. (5) Reactant: Cl.[CH3:2][CH:3]1[NH:8][CH2:7][CH:6]([C:9]([O:11][CH3:12])=[O:10])[CH2:5][CH2:4]1.C([O-])(O)=O.[Na+].[CH:18]1[CH:23]=[CH:22][C:21]([CH2:24][O:25][C:26](Cl)=[O:27])=[CH:20][CH:19]=1. Product: [CH3:2][C@H:3]1[N:8]([C:26]([O:25][CH2:24][C:21]2[CH:22]=[CH:23][CH:18]=[CH:19][CH:20]=2)=[O:27])[CH2:7][C@@H:6]([C:9]([O:11][CH3:12])=[O:10])[CH2:5][CH2:4]1.[CH3:2][C@@H:3]1[N:8]([C:26]([O:25][CH2:24][C:21]2[CH:22]=[CH:23][CH:18]=[CH:19][CH:20]=2)=[O:27])[CH2:7][C@@H:6]([C:9]([O:11][CH3:12])=[O:10])[CH2:5][CH2:4]1. The catalyst class is: 20. (6) Reactant: C(OC([NH:8][C@@H:9]1[CH2:11][C@H:10]1[C:12]1[CH:21]=[CH:20][C:15]([C:16]([O:18][CH3:19])=[O:17])=[CH:14][CH:13]=1)=O)(C)(C)C.[ClH:22].C(OCC)(=O)C. Product: [ClH:22].[NH2:8][C@@H:9]1[CH2:11][C@H:10]1[C:12]1[CH:21]=[CH:20][C:15]([C:16]([O:18][CH3:19])=[O:17])=[CH:14][CH:13]=1. The catalyst class is: 36.